This data is from Forward reaction prediction with 1.9M reactions from USPTO patents (1976-2016). The task is: Predict the product of the given reaction. (1) Given the reactants [NH2:1][CH:2]1[CH2:5][N:4]([C:6]2[CH:7]=[C:8]([CH:14]=[CH:15][CH:16]=2)[C:9]([O:11][CH2:12][CH3:13])=[O:10])[CH2:3]1.[Cl:17][C:18]1[N:19]=[C:20]([C:25](O)=[O:26])[NH:21][C:22]=1[CH2:23][CH3:24].CCN=C=NCCCN(C)C.Cl.ON1C2C=CC=CC=2N=N1.CN1CCOCC1, predict the reaction product. The product is: [Cl:17][C:18]1[N:19]=[C:20]([C:25]([NH:1][CH:2]2[CH2:3][N:4]([C:6]3[CH:7]=[C:8]([CH:14]=[CH:15][CH:16]=3)[C:9]([O:11][CH2:12][CH3:13])=[O:10])[CH2:5]2)=[O:26])[NH:21][C:22]=1[CH2:23][CH3:24]. (2) Given the reactants [CH3:1][O:2][C:3]1[CH:8]=[CH:7][C:6]([CH2:9][CH2:10][CH2:11][OH:12])=[CH:5][CH:4]=1.[Cr](Cl)([O-])(=O)=O.[NH+]1C=CC=CC=1, predict the reaction product. The product is: [CH3:1][O:2][C:3]1[CH:8]=[CH:7][C:6]([CH2:9][CH2:10][CH:11]=[O:12])=[CH:5][CH:4]=1.